This data is from Full USPTO retrosynthesis dataset with 1.9M reactions from patents (1976-2016). The task is: Predict the reactants needed to synthesize the given product. (1) Given the product [NH2:14][C:15]1[S:16][C:9]2[CH2:8][CH:7]([NH2:6])[CH2:12][CH2:11][C:10]=2[N:17]=1, predict the reactants needed to synthesize it. The reactants are: BrBr.C([NH:6][CH:7]1[CH2:12][CH2:11][C:10](=O)[CH2:9][CH2:8]1)(=O)C.[NH2:14][C:15]([NH2:17])=[S:16].Br. (2) The reactants are: [CH2:1]([N:8]1[CH2:13][CH2:12][CH2:11][CH2:10][C:9]1=O)[C:2]1[CH:7]=[CH:6][CH:5]=[CH:4][CH:3]=1.[NH:15]1[CH2:20][CH2:19][O:18][CH2:17][CH2:16]1.C1(C)C=CC=CC=1.[ClH:28]. Given the product [ClH:28].[ClH:28].[C:2]1([CH2:1][N:8]2[CH2:13][CH2:12][CH:11]([N:15]3[CH2:20][CH2:19][O:18][CH2:17][CH2:16]3)[CH2:10][CH2:9]2)[CH:7]=[CH:6][CH:5]=[CH:4][CH:3]=1, predict the reactants needed to synthesize it. (3) Given the product [CH2:18]([O:17][C:15](=[O:16])[CH2:14][CH2:13][O:12][CH2:11][CH:10]([NH:20][C:35](=[O:36])[CH2:34][CH2:33][NH:32][C:22]([O:24][CH2:25][C:26]1[CH:27]=[CH:28][CH:29]=[CH:30][CH:31]=1)=[O:23])[CH2:9][O:8][CH2:7][CH2:6][C:5]([O:4][CH2:2][CH3:3])=[O:21])[CH3:19], predict the reactants needed to synthesize it. The reactants are: Cl.[CH2:2]([O:4][C:5](=[O:21])[CH2:6][CH2:7][O:8][CH2:9][CH:10]([NH2:20])[CH2:11][O:12][CH2:13][CH2:14][C:15]([O:17][CH2:18][CH3:19])=[O:16])[CH3:3].[C:22]([NH:32][CH2:33][CH2:34][C:35](O)=[O:36])([O:24][CH2:25][C:26]1[CH:31]=[CH:30][CH:29]=[CH:28][CH:27]=1)=[O:23].C(N=C=NCCCN(C)C)C.CCN(CC)CC. (4) Given the product [F:1][C:2]1[CH:7]=[CH:6][C:5]([F:8])=[CH:4][C:3]=1[C@H:9]1[CH2:13][CH2:12][CH2:11][N:10]1[C:14]1[CH:19]=[CH:18][N:17]2[N:20]=[CH:21][C:22]([NH:23][C:26](=[O:27])[C:25]([OH:24])([CH3:30])[CH3:29])=[C:16]2[N:15]=1, predict the reactants needed to synthesize it. The reactants are: [F:1][C:2]1[CH:7]=[CH:6][C:5]([F:8])=[CH:4][C:3]=1[C@H:9]1[CH2:13][CH2:12][CH2:11][N:10]1[C:14]1[CH:19]=[CH:18][N:17]2[N:20]=[CH:21][C:22]([NH2:23])=[C:16]2[N:15]=1.[OH:24][C:25]([CH3:30])([CH3:29])[C:26](O)=[O:27].CN(C(ON1N=NC2C=CC=NC1=2)=[N+](C)C)C.F[P-](F)(F)(F)(F)F.CCN(C(C)C)C(C)C. (5) Given the product [CH3:1][C:2]1[CH:10]=[CH:9][CH:8]=[C:4]2[C:3]=1[N:11]=[C:19]([SH:20])[N:18]([C:12]1[CH:17]=[CH:16][CH:15]=[CH:14][CH:13]=1)[C:5]2=[O:7], predict the reactants needed to synthesize it. The reactants are: [CH3:1][C:2]1[C:3]([NH2:11])=[C:4]([CH:8]=[CH:9][CH:10]=1)[C:5]([OH:7])=O.[C:12]1([N:18]=[C:19]=[S:20])[CH:17]=[CH:16][CH:15]=[CH:14][CH:13]=1. (6) Given the product [CH2:1]([N:8]1[CH2:9][CH:10]([C:16]2[CH:21]=[CH:20][CH:19]=[C:18]([Cl:22])[CH:17]=2)[CH:11]([NH2:13])[CH2:12]1)[C:2]1[CH:7]=[CH:6][CH:5]=[CH:4][CH:3]=1, predict the reactants needed to synthesize it. The reactants are: [CH2:1]([N:8]1[CH2:12][CH:11]([N+:13]([O-])=O)[CH:10]([C:16]2[CH:21]=[CH:20][CH:19]=[C:18]([Cl:22])[CH:17]=2)[CH2:9]1)[C:2]1[CH:7]=[CH:6][CH:5]=[CH:4][CH:3]=1.O.O.Cl[Sn]Cl.C([O-])(O)=O.[Na+]. (7) Given the product [BrH:1].[Br:1][C:2]1[C:11]2[CH2:10][CH2:9][CH:8]([C:12]3[CH:13]=[CH:14][CH:15]=[CH:16][CH:17]=3)[CH2:7][C:6]=2[C:5]2=[N:18][C:20]([CH3:24])=[C:21]([CH3:22])[N:4]2[CH:3]=1, predict the reactants needed to synthesize it. The reactants are: [Br:1][C:2]1[C:11]2[CH2:10][CH2:9][CH:8]([C:12]3[CH:17]=[CH:16][CH:15]=[CH:14][CH:13]=3)[CH2:7][C:6]=2[C:5]([NH2:18])=[N:4][CH:3]=1.Br[CH:20]([CH3:24])[C:21](=O)[CH3:22]. (8) Given the product [Br:1][C:2]1[CH:7]=[CH:6][C:5]([OH:8])=[C:4]([O:12][CH:13]2[CH2:16][CH2:15][CH2:14]2)[CH:3]=1, predict the reactants needed to synthesize it. The reactants are: [Br:1][C:2]1[CH:7]=[CH:6][C:5]([O:8]COC)=[C:4]([O:12][CH:13]2[CH2:16][CH2:15][CH2:14]2)[CH:3]=1.O1CCOCC1.Cl.